Dataset: Peptide-MHC class II binding affinity with 134,281 pairs from IEDB. Task: Regression. Given a peptide amino acid sequence and an MHC pseudo amino acid sequence, predict their binding affinity value. This is MHC class II binding data. (1) The peptide sequence is MTSLALVGAALHPFA. The MHC is DRB5_0101 with pseudo-sequence DRB5_0101. The binding affinity (normalized) is 0.936. (2) The peptide sequence is ASTGGAYESYKFIPA. The MHC is HLA-DQA10102-DQB10602 with pseudo-sequence HLA-DQA10102-DQB10602. The binding affinity (normalized) is 0.272.